This data is from NCI-60 drug combinations with 297,098 pairs across 59 cell lines. The task is: Regression. Given two drug SMILES strings and cell line genomic features, predict the synergy score measuring deviation from expected non-interaction effect. (1) Drug 1: CS(=O)(=O)C1=CC(=C(C=C1)C(=O)NC2=CC(=C(C=C2)Cl)C3=CC=CC=N3)Cl. Drug 2: CC12CCC3C(C1CCC2OP(=O)(O)O)CCC4=C3C=CC(=C4)OC(=O)N(CCCl)CCCl.[Na+]. Cell line: NCI-H226. Synergy scores: CSS=8.82, Synergy_ZIP=-2.74, Synergy_Bliss=0.565, Synergy_Loewe=-2.18, Synergy_HSA=-0.238. (2) Drug 1: C1=CN(C(=O)N=C1N)C2C(C(C(O2)CO)O)O.Cl. Drug 2: CC(C)CN1C=NC2=C1C3=CC=CC=C3N=C2N. Cell line: SW-620. Synergy scores: CSS=44.0, Synergy_ZIP=-2.50, Synergy_Bliss=-4.50, Synergy_Loewe=-2.53, Synergy_HSA=-0.296. (3) Drug 1: C1=NC2=C(N1)C(=S)N=CN2. Drug 2: C1C(C(OC1N2C=NC3=C2NC=NCC3O)CO)O. Cell line: RXF 393. Synergy scores: CSS=28.5, Synergy_ZIP=-7.19, Synergy_Bliss=1.47, Synergy_Loewe=-2.42, Synergy_HSA=1.11.